Dataset: Full USPTO retrosynthesis dataset with 1.9M reactions from patents (1976-2016). Task: Predict the reactants needed to synthesize the given product. (1) The reactants are: [CH2:1]([O:8][C:9]([N:11]1[CH2:15][CH2:14][C@@H:13]([C:16]([OH:18])=[O:17])[CH2:12]1)=[O:10])[C:2]1[CH:7]=[CH:6][CH:5]=[CH:4][CH:3]=1.[CH3:19]O. Given the product [CH3:19][O:17][C:16]([C@@H:13]1[CH2:14][CH2:15][N:11]([C:9]([O:8][CH2:1][C:2]2[CH:3]=[CH:4][CH:5]=[CH:6][CH:7]=2)=[O:10])[CH2:12]1)=[O:18], predict the reactants needed to synthesize it. (2) Given the product [F:1][C:2]1[CH:3]=[CH:4][C:5]([CH2:6][C:7]2[S:11][C:10]([C:12]3[C:13]([OH:23])=[C:14]4[C:19](=[O:20])[N:18]([CH3:21])[CH2:17][CH2:16][N:15]4[CH:22]=3)=[N:9][N:8]=2)=[CH:25][CH:26]=1, predict the reactants needed to synthesize it. The reactants are: [F:1][C:2]1[CH:26]=[CH:25][C:5]([CH2:6][C:7]2[S:11][C:10]([C:12]3[C:13]([O:23]C)=[C:14]4[C:19](=[O:20])[N:18]([CH3:21])[CH2:17][CH2:16][N:15]4[CH:22]=3)=[N:9][N:8]=2)=[CH:4][CH:3]=1.B(Br)(Br)Br. (3) Given the product [C@H:18]([O:21][C:44](=[O:29])[NH:41][C:12]1[N:8]([C:5]2[CH:4]=[CH:3][C:2]([Br:1])=[CH:7][CH:6]=2)[N:9]=[N:10][C:11]=1[CH3:16])([CH2:19][CH3:20])[CH3:17], predict the reactants needed to synthesize it. The reactants are: [Br:1][C:2]1[CH:7]=[CH:6][C:5]([N:8]2[C:12](C(O)=O)=[C:11]([CH3:16])[N:10]=[N:9]2)=[CH:4][CH:3]=1.[CH3:17][C@@H:18]([OH:21])[CH2:19][CH3:20].C1(P(N=[N+]=[N-])(C2C=CC=CC=2)=[O:29])C=CC=CC=1.C([N:41]([CH2:44]C)CC)C.